From a dataset of CYP2C19 inhibition data for predicting drug metabolism from PubChem BioAssay. Regression/Classification. Given a drug SMILES string, predict its absorption, distribution, metabolism, or excretion properties. Task type varies by dataset: regression for continuous measurements (e.g., permeability, clearance, half-life) or binary classification for categorical outcomes (e.g., BBB penetration, CYP inhibition). Dataset: cyp2c19_veith. (1) The drug is COc1cccc(CNc2ccc3nc(-c4ccc(N)cc4)c(OC)n3n2)c1. The result is 0 (non-inhibitor). (2) The compound is COc1ncc2nc(-c3ccccc3)c(=O)n(C)c2n1. The result is 0 (non-inhibitor). (3) The compound is O=C(CSC1=NCCN1)c1ccccc1. The result is 0 (non-inhibitor).